This data is from NCI-60 drug combinations with 297,098 pairs across 59 cell lines. The task is: Regression. Given two drug SMILES strings and cell line genomic features, predict the synergy score measuring deviation from expected non-interaction effect. (1) Drug 1: C1CN1C2=NC(=NC(=N2)N3CC3)N4CC4. Drug 2: COC1=C(C=C2C(=C1)N=CN=C2NC3=CC(=C(C=C3)F)Cl)OCCCN4CCOCC4. Cell line: SK-MEL-5. Synergy scores: CSS=25.2, Synergy_ZIP=0.148, Synergy_Bliss=3.57, Synergy_Loewe=-4.02, Synergy_HSA=2.39. (2) Drug 1: CCN(CC)CCNC(=O)C1=C(NC(=C1C)C=C2C3=C(C=CC(=C3)F)NC2=O)C. Drug 2: CC(C)NC(=O)C1=CC=C(C=C1)CNNC.Cl. Cell line: RPMI-8226. Synergy scores: CSS=9.63, Synergy_ZIP=-4.08, Synergy_Bliss=-0.968, Synergy_Loewe=3.51, Synergy_HSA=-4.32. (3) Drug 1: C1CCC(C1)C(CC#N)N2C=C(C=N2)C3=C4C=CNC4=NC=N3. Drug 2: CC(C)(C#N)C1=CC(=CC(=C1)CN2C=NC=N2)C(C)(C)C#N. Cell line: NCI/ADR-RES. Synergy scores: CSS=5.26, Synergy_ZIP=0.391, Synergy_Bliss=1.48, Synergy_Loewe=3.00, Synergy_HSA=1.34. (4) Drug 1: COCCOC1=C(C=C2C(=C1)C(=NC=N2)NC3=CC=CC(=C3)C#C)OCCOC.Cl. Drug 2: N.N.Cl[Pt+2]Cl. Cell line: COLO 205. Synergy scores: CSS=38.3, Synergy_ZIP=-10.5, Synergy_Bliss=-3.02, Synergy_Loewe=3.54, Synergy_HSA=2.43. (5) Drug 1: COC1=CC(=CC(=C1O)OC)C2C3C(COC3=O)C(C4=CC5=C(C=C24)OCO5)OC6C(C(C7C(O6)COC(O7)C8=CC=CS8)O)O. Drug 2: CC1=C(C=C(C=C1)C(=O)NC2=CC(=CC(=C2)C(F)(F)F)N3C=C(N=C3)C)NC4=NC=CC(=N4)C5=CN=CC=C5. Cell line: SF-295. Synergy scores: CSS=57.2, Synergy_ZIP=3.44, Synergy_Bliss=4.40, Synergy_Loewe=2.51, Synergy_HSA=6.35. (6) Drug 1: CC1C(C(CC(O1)OC2CC(CC3=C2C(=C4C(=C3O)C(=O)C5=C(C4=O)C(=CC=C5)OC)O)(C(=O)C)O)N)O.Cl. Drug 2: CN1C(=O)N2C=NC(=C2N=N1)C(=O)N. Cell line: M14. Synergy scores: CSS=13.3, Synergy_ZIP=1.67, Synergy_Bliss=9.35, Synergy_Loewe=-9.50, Synergy_HSA=4.07.